From a dataset of Forward reaction prediction with 1.9M reactions from USPTO patents (1976-2016). Predict the product of the given reaction. (1) Given the reactants C(OC(C1C(O)=C2C=C(C3C=CC(F)=CC=3)N(C3C=CC=CC=3)C2=CN=1)=O)C.[CH2:29]([O:31][C:32]([C:34]1[C:35]([OH:59])=[C:36]2[C:42](Br)=[C:41]([C:44]3[CH:49]=[CH:48][C:47]([F:50])=[CH:46][CH:45]=3)[N:40]([C:51]3[CH:56]=[CH:55][C:54]([O:57][CH3:58])=[CH:53][CH:52]=3)[C:37]2=[CH:38][N:39]=1)=[O:33])[CH3:30], predict the reaction product. The product is: [CH2:29]([O:31][C:32]([C:34]1[C:35]([OH:59])=[C:36]2[CH:42]=[C:41]([C:44]3[CH:45]=[CH:46][C:47]([F:50])=[CH:48][CH:49]=3)[N:40]([C:51]3[CH:56]=[CH:55][C:54]([O:57][CH3:58])=[CH:53][CH:52]=3)[C:37]2=[CH:38][N:39]=1)=[O:33])[CH3:30]. (2) Given the reactants [NH:1]([C:27]([O:29][C:30]([CH3:33])([CH3:32])[CH3:31])=[O:28])[C@H:2]([C:24](O)=[O:25])[CH2:3][O:4][C:5]([C:18]1[CH:23]=[CH:22][CH:21]=[CH:20][CH:19]=1)([C:12]1[CH:17]=[CH:16][CH:15]=[CH:14][CH:13]=1)[C:6]1[CH:11]=[CH:10][CH:9]=[CH:8][CH:7]=1.CO[N-]C.[H-].[H-].[H-].[H-].[Li+].[Al+3].S([O-])(O)(=O)=O.[K+], predict the reaction product. The product is: [C:27]([NH:1][C@H:2]([CH:24]=[O:25])[CH2:3][O:4][C:5]([C:18]1[CH:23]=[CH:22][CH:21]=[CH:20][CH:19]=1)([C:6]1[CH:7]=[CH:8][CH:9]=[CH:10][CH:11]=1)[C:12]1[CH:13]=[CH:14][CH:15]=[CH:16][CH:17]=1)([O:29][C:30]([CH3:32])([CH3:31])[CH3:33])=[O:28].